Regression. Given a peptide amino acid sequence and an MHC pseudo amino acid sequence, predict their binding affinity value. This is MHC class II binding data. From a dataset of Peptide-MHC class II binding affinity with 134,281 pairs from IEDB. (1) The peptide sequence is MPRSIGGPVSSHNHI. The MHC is DRB1_0901 with pseudo-sequence DRB1_0901. The binding affinity (normalized) is 0.478. (2) The peptide sequence is EKKYFAATQFEPLRA. The MHC is HLA-DQA10501-DQB10301 with pseudo-sequence HLA-DQA10501-DQB10301. The binding affinity (normalized) is 0.346. (3) The peptide sequence is ACCRTHDMCPDVMSAGES. The MHC is DRB1_0701 with pseudo-sequence DRB1_0701. The binding affinity (normalized) is 0.